Dataset: Full USPTO retrosynthesis dataset with 1.9M reactions from patents (1976-2016). Task: Predict the reactants needed to synthesize the given product. (1) Given the product [CH3:5][O:6][C:7]1[CH:8]=[C:9]([CH2:15][CH2:16][NH:17][C:18]2[N:23]=[C:22]([C:24]3[CH:33]=[C:32]([N:34]4[CH2:39][CH2:38][N:37]([C:2](=[NH:1])[NH2:3])[CH2:36][CH2:35]4)[C:31]4[C:26]([CH:25]=3)=[CH:27][CH:28]=[C:29]([O:40][CH3:41])[CH:30]=4)[CH:21]=[CH:20][N:19]=2)[CH:10]=[CH:11][C:12]=1[O:13][CH3:14], predict the reactants needed to synthesize it. The reactants are: [NH2:1][C:2](N)=[NH:3].[CH3:5][O:6][C:7]1[CH:8]=[C:9]([CH2:15][CH2:16][NH:17][C:18]2[N:23]=[C:22]([C:24]3[CH:33]=[C:32]([N:34]4[CH2:39][CH2:38][NH:37][CH2:36][CH2:35]4)[C:31]4[C:26](=[CH:27][CH:28]=[C:29]([O:40][CH3:41])[CH:30]=4)[CH:25]=3)[CH:21]=[CH:20][N:19]=2)[CH:10]=[CH:11][C:12]=1[O:13][CH3:14]. (2) Given the product [CH3:31][N:19]([CH2:20][C:21]1[N:22]([CH3:30])[C:23]2[C:28]([CH:29]=1)=[CH:27][CH:26]=[CH:25][CH:24]=2)[C:18](/[CH:17]=[CH:16]/[C:13]1[CH:14]=[N:15][C:9]2[NH:8][C:7](=[O:33])[N:6]([CH2:5][C:4]([O-:34])=[O:3])[CH2:11][C:10]=2[CH:12]=1)=[O:32].[Na+:36], predict the reactants needed to synthesize it. The reactants are: C([O:3][C:4](=[O:34])[CH2:5][N:6]1[CH2:11][C:10]2[CH:12]=[C:13](/[CH:16]=[CH:17]/[C:18](=[O:32])[N:19]([CH3:31])[CH2:20][C:21]3[N:22]([CH3:30])[C:23]4[C:28]([CH:29]=3)=[CH:27][CH:26]=[CH:25][CH:24]=4)[CH:14]=[N:15][C:9]=2[NH:8][C:7]1=[O:33])C.[OH-].[Na+:36]. (3) Given the product [CH3:1][O:2][C:3]1[CH:8]=[C:7]([O:9][CH3:10])[CH:6]=[CH:5][C:4]=1[C:11]1([CH2:29][CH3:30])[N:16]2[CH:17]=[N:18][CH:19]=[C:15]2[CH2:14][N:13]([CH2:20][C:21]2[CH:22]=[CH:23][C:24]([F:27])=[CH:25][CH:26]=2)[C:12]1=[O:28], predict the reactants needed to synthesize it. The reactants are: [CH3:1][O:2][C:3]1[CH:8]=[C:7]([O:9][CH3:10])[CH:6]=[CH:5][C:4]=1[CH:11]1[N:16]2[CH:17]=[N:18][CH:19]=[C:15]2[CH2:14][N:13]([CH2:20][C:21]2[CH:26]=[CH:25][C:24]([F:27])=[CH:23][CH:22]=2)[C:12]1=[O:28].[C:29]1(C)C=CC=C[CH:30]=1.[Li+].C[Si]([N-][Si](C)(C)C)(C)C.C(I)C. (4) Given the product [CH3:20][C:15]1([CH3:21])[C:16]([CH3:19])([CH3:18])[O:17][B:13]([C:2]2[CH:7]=[CH:6][C:5]([N:8]3[CH:12]=[CH:11][CH:10]=[N:9]3)=[CH:4][CH:3]=2)[O:14]1, predict the reactants needed to synthesize it. The reactants are: Br[C:2]1[CH:7]=[CH:6][C:5]([N:8]2[CH:12]=[CH:11][CH:10]=[N:9]2)=[CH:4][CH:3]=1.[B:13]1([B:13]2[O:17][C:16]([CH3:19])([CH3:18])[C:15]([CH3:21])([CH3:20])[O:14]2)[O:17][C:16]([CH3:19])([CH3:18])[C:15]([CH3:21])([CH3:20])[O:14]1.C([O-])(=O)C.[K+]. (5) Given the product [CH3:26][C:23]1[CH:24]=[CH:25][C:20]([C:18]2[CH:17]=[C:4]([CH:3]=[C:2]([N:27]3[CH2:31][CH2:30][CH2:29][C:28]3=[O:32])[CH:19]=2)[C:5]([NH:7][C@@H:8]([C:10]2[CH:11]=[N:12][C:13]([CH3:16])=[N:14][CH:15]=2)[CH3:9])=[O:6])=[N:21][CH:22]=1, predict the reactants needed to synthesize it. The reactants are: Br[C:2]1[CH:3]=[C:4]([CH:17]=[C:18]([C:20]2[CH:25]=[CH:24][C:23]([CH3:26])=[CH:22][N:21]=2)[CH:19]=1)[C:5]([NH:7][C@@H:8]([C:10]1[CH:11]=[N:12][C:13]([CH3:16])=[N:14][CH:15]=1)[CH3:9])=[O:6].[NH:27]1[CH2:31][CH2:30][CH2:29][C:28]1=[O:32].C(=O)([O-])[O-].[Cs+].[Cs+].O1CCOCC1. (6) Given the product [Br:12][CH2:9][C:8]([C:5]1[CH:6]=[CH:7][C:2]([Br:1])=[CH:3][C:4]=1[CH3:11])=[O:10], predict the reactants needed to synthesize it. The reactants are: [Br:1][C:2]1[CH:7]=[CH:6][C:5]([C:8](=[O:10])[CH3:9])=[C:4]([CH3:11])[CH:3]=1.[Br-:12].[Br-].[Br-].C1([N+](C)(C)C)C=CC=CC=1.C1([N+](C)(C)C)C=CC=CC=1.C1([N+](C)(C)C)C=CC=CC=1. (7) Given the product [Cl:8][C:5]1[CH:6]=[CH:7][C:2]([C:35]([NH2:36])=[O:34])=[N:3][CH:4]=1, predict the reactants needed to synthesize it. The reactants are: N[C:2]1[CH:7]=[CH:6][C:5]([Cl:8])=[CH:4][N:3]=1.C[Si]([N-][Si](C)(C)C)(C)C.[K+].C1(C)C=CC=CC=1.ClC1C=C2C([O:34][C:35](=O)[NH:36]C2=CC=1)=O.